From a dataset of Forward reaction prediction with 1.9M reactions from USPTO patents (1976-2016). Predict the product of the given reaction. (1) Given the reactants [C:1]1([C:20]2[CH:25]=[CH:24][CH:23]=[CH:22][CH:21]=2)[CH:6]=[CH:5][CH:4]=[CH:3][C:2]=1[CH2:7][N:8]1[CH2:13][CH2:12][N:11]([CH2:14][C:15]([O:17]CC)=O)[CH2:10][CH2:9]1.[NH2:26][NH2:27], predict the reaction product. The product is: [C:1]1([C:20]2[CH:25]=[CH:24][CH:23]=[CH:22][CH:21]=2)[CH:6]=[CH:5][CH:4]=[CH:3][C:2]=1[CH2:7][N:8]1[CH2:13][CH2:12][N:11]([CH2:14][C:15]([NH:26][NH2:27])=[O:17])[CH2:10][CH2:9]1. (2) Given the reactants [CH2:1]([CH:9]([CH2:12][CH2:13][CH2:14][CH2:15][CH2:16][CH2:17][CH2:18][CH2:19][CH2:20][CH3:21])[CH2:10]O)[CH2:2][CH2:3][CH2:4][CH2:5][CH2:6][CH2:7][CH3:8].C1(P(C2C=CC=CC=2)C2C=CC=CC=2)C=CC=CC=1.N1C=CN=C1.[I:46]I.[O-]S([O-])=O.[Na+].[Na+], predict the reaction product. The product is: [I:46][CH2:10][CH:9]([CH2:12][CH2:13][CH2:14][CH2:15][CH2:16][CH2:17][CH2:18][CH2:19][CH2:20][CH3:21])[CH2:1][CH2:2][CH2:3][CH2:4][CH2:5][CH2:6][CH2:7][CH3:8]. (3) The product is: [F:21][C:20]([F:23])([F:22])[C:18]([OH:24])=[O:19].[NH2:8][C@@H:9]([CH2:16][CH3:17])/[CH:10]=[CH:11]/[C:12]([O:14][CH3:15])=[O:13]. Given the reactants CC(OC([NH:8][C@@H:9]([CH2:16][CH3:17])/[CH:10]=[CH:11]/[C:12]([O:14][CH3:15])=[O:13])=O)(C)C.[C:18]([OH:24])([C:20]([F:23])([F:22])[F:21])=[O:19], predict the reaction product. (4) Given the reactants [CH3:1][C:2]1([CH3:14])[C:6]([CH3:8])([CH3:7])[O:5][B:4]([C:9]2[CH:10]=[N:11][NH:12][CH:13]=2)[O:3]1.C1(=O)O[CH2:18][CH2:17][O:16]1.[H-].[Na+], predict the reaction product. The product is: [CH3:1][C:2]1([CH3:14])[C:6]([CH3:7])([CH3:8])[O:5][B:4]([C:9]2[CH:13]=[N:12][N:11]([CH2:18][CH2:17][OH:16])[CH:10]=2)[O:3]1.